Dataset: Forward reaction prediction with 1.9M reactions from USPTO patents (1976-2016). Task: Predict the product of the given reaction. (1) Given the reactants [CH3:1][CH:2]1[C:10]2[CH:9]=[C:8]3[O:11][CH2:12][C:13](=C)[CH2:14][O:15][C:7]3=[CH:6][C:5]=2[CH2:4][CH2:3]1.I([O-])(=O)(=O)=[O:18].[Na+], predict the reaction product. The product is: [CH3:1][CH:2]1[C:10]2[CH:9]=[C:8]3[O:11][CH2:12][C:13](=[O:18])[CH2:14][O:15][C:7]3=[CH:6][C:5]=2[CH2:4][CH2:3]1. (2) Given the reactants [OH:1][CH:2](CO)[CH2:3][NH:4][C:5](=[O:26])[C:6]1[CH:11]=[CH:10][C:9]([O:12][CH3:13])=[C:8](/[CH:14]=[CH:15]/[C:16]2[CH:21]=[CH:20][C:19]([C:22]([F:25])([F:24])[F:23])=[CH:18][CH:17]=2)[CH:7]=1.NCCO, predict the reaction product. The product is: [OH:1][CH2:2][CH2:3][NH:4][C:5](=[O:26])[C:6]1[CH:11]=[CH:10][C:9]([O:12][CH3:13])=[C:8](/[CH:14]=[CH:15]/[C:16]2[CH:17]=[CH:18][C:19]([C:22]([F:24])([F:25])[F:23])=[CH:20][CH:21]=2)[CH:7]=1. (3) Given the reactants [Br:1][C:2]1[CH:3]=[C:4]([CH:7]=[CH:8][C:9]=1[F:10])[CH:5]=[O:6].[BH4-].[Na+].O, predict the reaction product. The product is: [Br:1][C:2]1[CH:3]=[C:4]([CH2:5][OH:6])[CH:7]=[CH:8][C:9]=1[F:10]. (4) Given the reactants [Si:1]([O:8][C@@H:9]1[C@H:13]([CH2:14][O:15][Si:16]([C:19]([CH3:22])([CH3:21])[CH3:20])([CH3:18])[CH3:17])[CH2:12][C@H:11]([OH:23])[CH2:10]1)([C:4]([CH3:7])([CH3:6])[CH3:5])([CH3:3])[CH3:2].C(Cl)Cl.C(N(CC)CC)C.[CH3:34][S:35](Cl)(=[O:37])=[O:36], predict the reaction product. The product is: [CH3:34][S:35]([O:23][C@H:11]1[CH2:12][C@@H:13]([CH2:14][O:15][Si:16]([C:19]([CH3:22])([CH3:21])[CH3:20])([CH3:17])[CH3:18])[C@@H:9]([O:8][Si:1]([C:4]([CH3:7])([CH3:6])[CH3:5])([CH3:3])[CH3:2])[CH2:10]1)(=[O:37])=[O:36]. (5) Given the reactants [N+:1]([C:4]1[CH:12]=[C:11]2[C:7]([C:8](=[S:19])[NH:9][N:10]2[C:13]2[CH:18]=[CH:17][CH:16]=[CH:15][CH:14]=2)=[CH:6][CH:5]=1)([O-:3])=[O:2].[C:20]([O-])([O-])=O.[Cs+].[Cs+].IC, predict the reaction product. The product is: [CH3:20][S:19][C:8]1[C:7]2[C:11](=[CH:12][C:4]([N+:1]([O-:3])=[O:2])=[CH:5][CH:6]=2)[N:10]([C:13]2[CH:18]=[CH:17][CH:16]=[CH:15][CH:14]=2)[N:9]=1. (6) Given the reactants [Mn]([O-])(=O)(=O)=O.[K+].[CH:7]1([O:12][C:13]2[C:18]([O:19][CH3:20])=[CH:17][N:16]=[C:15]([CH2:21][OH:22])[CH:14]=2)[CH2:11][CH2:10][CH2:9][CH2:8]1.[OH-].[K+].C([OH:28])(C)C, predict the reaction product. The product is: [CH:7]1([O:12][C:13]2[C:18]([O:19][CH3:20])=[CH:17][N:16]=[C:15]([C:21]([OH:28])=[O:22])[CH:14]=2)[CH2:8][CH2:9][CH2:10][CH2:11]1. (7) Given the reactants [CH2:1]([O:3][C:4]([N:6]1[CH2:11][CH2:10][CH:9]([C:12]2[C:20]3[C:15](=[N:16][CH:17]=[CH:18][CH:19]=3)[NH:14][CH:13]=2)[CH2:8][CH2:7]1)=[O:5])[CH3:2].[H-].[Na+].Br[CH2:24][CH2:25][O:26][CH3:27].O, predict the reaction product. The product is: [CH2:1]([O:3][C:4]([N:6]1[CH2:11][CH2:10][CH:9]([C:12]2[C:20]3[C:15](=[N:16][CH:17]=[CH:18][CH:19]=3)[N:14]([CH2:24][CH2:25][O:26][CH3:27])[CH:13]=2)[CH2:8][CH2:7]1)=[O:5])[CH3:2]. (8) Given the reactants Cl[C:2]1[C:3]2[C:4](=[CH:14][N:15](CC3C=CC(OC)=CC=3)[N:16]=2)[N:5]=[C:6]([C:8]2[CH:13]=[CH:12][N:11]=[CH:10][CH:9]=2)[N:7]=1.[NH2:26][C:27]1[CH:37]=[CH:36][C:30]2[O:31][CH2:32][C:33](=[O:35])[NH:34][C:29]=2[CH:28]=1.Cl, predict the reaction product. The product is: [N:11]1[CH:10]=[CH:9][C:8]([C:6]2[N:7]=[C:2]([NH:26][C:27]3[CH:37]=[CH:36][C:30]4[O:31][CH2:32][C:33](=[O:35])[NH:34][C:29]=4[CH:28]=3)[C:3]3[NH:16][N:15]=[CH:14][C:4]=3[N:5]=2)=[CH:13][CH:12]=1. (9) The product is: [CH3:10][C:11]1([CH3:37])[C:20]2[C:15](=[CH:16][CH:17]=[C:18]([C:21]([NH:9][S:6]([CH:3]3[CH2:5][CH2:4]3)(=[O:8])=[O:7])=[O:22])[CH:19]=2)[NH:14][CH:13]([C:24]2[CH:29]=[C:28]([N:30]3[CH2:35][CH2:34][O:33][CH2:32][CH2:31]3)[CH:27]=[CH:26][C:25]=2[CH3:36])[CH2:12]1. Given the reactants [H-].[Na+].[CH:3]1([S:6]([NH2:9])(=[O:8])=[O:7])[CH2:5][CH2:4]1.[CH3:10][C:11]1([CH3:37])[C:20]2[C:15](=[CH:16][CH:17]=[C:18]([C:21](O)=[O:22])[CH:19]=2)[NH:14][CH:13]([C:24]2[CH:29]=[C:28]([N:30]3[CH2:35][CH2:34][O:33][CH2:32][CH2:31]3)[CH:27]=[CH:26][C:25]=2[CH3:36])[CH2:12]1.C(N1C=CN=C1)(N1C=CN=C1)=O, predict the reaction product.